From a dataset of Reaction yield outcomes from USPTO patents with 853,638 reactions. Predict the reaction yield, written as a fraction of the theoretical maximum amount of product (1.0 means a 100% yield; for example, 0.34 means a 34% yield). (1) The reactants are [C:1]([O:5][C:6]([NH:8][C@@H:9]([CH2:13][C:14]1[CH:19]=[CH:18][C:17]([N+:20]([O-:22])=[O:21])=[CH:16][CH:15]=1)[C:10]([OH:12])=O)=[O:7])([CH3:4])([CH3:3])[CH3:2].C(N(CC)CC)C.ClC(OCC(C)C)=O.[N+:38](=[CH2:40])=[N-:39]. The catalyst is C1COCC1.CCOCC. The product is [C:1]([O:5][C:6](=[O:7])[NH:8][CH:9]([CH2:13][C:14]1[CH:19]=[CH:18][C:17]([N+:20]([O-:22])=[O:21])=[CH:16][CH:15]=1)[C:10](=[O:12])[CH:40]=[N+:38]=[N-:39])([CH3:2])([CH3:3])[CH3:4]. The yield is 0.820. (2) The reactants are [CH3:1][O:2][C:3]1[C:4]2[N:13]=[C:12]([NH:14][C:15]([N:17]3[CH2:22][CH2:21][C:20]([OH:33])([C:23]4[CH:28]=[CH:27][CH:26]=[C:25]([C:29]([F:32])([F:31])[F:30])[CH:24]=4)[CH2:19][CH2:18]3)=[O:16])[S:11][C:5]=2[N:6]=[C:7]([S:9][CH3:10])[N:8]=1.OO.[OH2:36].C[OH:38]. The catalyst is [O-][W]([O-])(=O)=O.[Na+].[Na+]. The product is [CH3:10][S:9]([C:7]1[N:8]=[C:3]([O:2][CH3:1])[C:4]2[N:13]=[C:12]([NH:14][C:15]([N:17]3[CH2:22][CH2:21][C:20]([OH:33])([C:23]4[CH:28]=[CH:27][CH:26]=[C:25]([C:29]([F:30])([F:32])[F:31])[CH:24]=4)[CH2:19][CH2:18]3)=[O:16])[S:11][C:5]=2[N:6]=1)(=[O:38])=[O:36]. The yield is 0.630. (3) The reactants are [CH3:1][C:2]1[N:6]([CH:7]2[CH2:13][CH:12]3[N:14]([CH2:15][CH2:16][C:17]4([C:34]5[CH:39]=[CH:38][CH:37]=[CH:36][CH:35]=5)[CH2:22][CH2:21][N:20]([C:23]([C:25]5[CH:33]=[CH:32][CH:31]=[CH:30][C:26]=5[C:27](O)=[O:28])=[O:24])[CH2:19][CH2:18]4)[CH:9]([CH2:10][CH2:11]3)[CH2:8]2)[C:5]2[CH:40]=[CH:41][CH:42]=[CH:43][C:4]=2[N:3]=1.N.C([N:47](CC)CC)C.CN(C(ON1N=NC2C=CC=NC1=2)=[N+](C)C)C.F[P-](F)(F)(F)(F)F. The catalyst is C(Cl)Cl. The product is [CH3:1][C:2]1[N:6]([CH:7]2[CH2:13][CH:12]3[N:14]([CH2:15][CH2:16][C:17]4([C:34]5[CH:35]=[CH:36][CH:37]=[CH:38][CH:39]=5)[CH2:22][CH2:21][N:20]([C:23]([C:25]5[CH:33]=[CH:32][CH:31]=[CH:30][C:26]=5[C:27]([NH2:47])=[O:28])=[O:24])[CH2:19][CH2:18]4)[CH:9]([CH2:10][CH2:11]3)[CH2:8]2)[C:5]2[CH:40]=[CH:41][CH:42]=[CH:43][C:4]=2[N:3]=1. The yield is 0.830. (4) The reactants are [CH2:1]([O:3][C:4]1[C:12]2[CH2:11][N:10]([C:13]3[CH:18]=[CH:17][C:16]([CH2:19][C:20]([O:22]CC)=[O:21])=[CH:15][CH:14]=3)[C:9](=[O:25])[C:8]=2[C:7]([O:26][CH2:27][CH3:28])=[C:6]2[CH:29]=[CH:30][CH:31]=[CH:32][C:5]=12)[CH3:2].C(=O)([O-])[O-].[K+].[K+].C(O)C. The catalyst is O. The product is [CH2:1]([O:3][C:4]1[C:12]2[CH2:11][N:10]([C:13]3[CH:14]=[CH:15][C:16]([CH2:19][C:20]([OH:22])=[O:21])=[CH:17][CH:18]=3)[C:9](=[O:25])[C:8]=2[C:7]([O:26][CH2:27][CH3:28])=[C:6]2[CH:29]=[CH:30][CH:31]=[CH:32][C:5]=12)[CH3:2]. The yield is 0.820. (5) The product is [CH:10]1([CH2:13][O:14][C:15]2[CH:23]=[CH:22][CH:21]=[CH:20][C:16]=2[C:17]([N:67]2[CH2:66][CH2:65][N:64]([C:47](=[O:46])[CH2:48][NH:49][C:50]([C:52]3[CH:57]=[CH:56][C:55]([C:58]4[CH:63]=[CH:62][CH:61]=[CH:60][CH:59]=4)=[CH:54][CH:53]=3)=[O:51])[CH2:69][CH2:68]2)=[O:19])[CH2:11][CH2:12]1. The yield is 0.260. The reactants are CCN(C(C)C)C(C)C.[CH:10]1([CH2:13][O:14][C:15]2[CH:23]=[CH:22][CH:21]=[CH:20][C:16]=2[C:17]([OH:19])=O)[CH2:12][CH2:11]1.C1C=CC2N(O)N=NC=2C=1.CCN=C=NCCCN(C)C.Cl.[O:46]=[C:47]([N:64]1[CH2:69][CH2:68][NH:67][CH2:66][CH2:65]1)[CH2:48][NH:49][C:50]([C:52]1[CH:57]=[CH:56][C:55]([C:58]2[CH:63]=[CH:62][CH:61]=[CH:60][CH:59]=2)=[CH:54][CH:53]=1)=[O:51]. The catalyst is CN(C=O)C.O. (6) The reactants are [CH:1]([O:4][CH2:5][CH2:6][NH:7][S:8]([NH:11][C:12](=[O:37])[O:13][CH2:14][CH2:15][CH2:16][C:17]1[C:18]([CH3:36])=[N:19][N:20]([CH3:35])[C:21]=1[N:22]1[C:26]2=[N:27][CH:28]=[C:29]([C:31]([F:34])([F:33])[F:32])[CH:30]=[C:25]2[CH:24]=[CH:23]1)(=[O:10])=[O:9])([CH3:3])[CH3:2].C(=O)([O-])O.[K+:42]. The catalyst is CO. The product is [CH3:35][N:20]1[C:21]([N:22]2[C:26]3=[N:27][CH:28]=[C:29]([C:31]([F:32])([F:34])[F:33])[CH:30]=[C:25]3[CH:24]=[CH:23]2)=[C:17]([CH2:16][CH2:15][CH2:14][O:13][C:12]([N-:11][S:8](=[O:9])(=[O:10])[NH:7][CH2:6][CH2:5][O:4][CH:1]([CH3:3])[CH3:2])=[O:37])[C:18]([CH3:36])=[N:19]1.[K+:42]. The yield is 0.910.